This data is from Reaction yield outcomes from USPTO patents with 853,638 reactions. The task is: Predict the reaction yield, written as a fraction of the theoretical maximum amount of product (1.0 means a 100% yield; for example, 0.34 means a 34% yield). (1) The reactants are [C:1](N)(=[O:3])[CH3:2].C=O.O.[NH:8]([CH2:13][C:14]([OH:16])=[O:15])[CH2:9][C:10]([OH:12])=[O:11].C(NCC(O)=O)(=O)C.CN(CC(O)=O)CC(O)=O. The catalyst is COCCOC. The product is [C:1]([N:8]([CH2:13][C:14]([OH:16])=[O:15])[CH2:9][C:10]([OH:12])=[O:11])(=[O:3])[CH3:2]. The yield is 0.950. (2) The reactants are CC1(C)[O:6][C@@H:5]([CH2:7][CH2:8][NH:9][C:10]([CH:12]2[CH:16]([C:17]3[CH:22]=[CH:21][CH:20]=[C:19]([Cl:23])[C:18]=3[F:24])[C:15]([C:27]3[N:32]=[CH:31][C:30]([Br:33])=[CH:29][N:28]=3)([C:25]#[N:26])[CH:14]([CH2:34][C:35]([CH3:38])([CH3:37])[CH3:36])[NH:13]2)=[O:11])[CH2:4][O:3]1.Cl. The catalyst is O1CCCC1. The product is [OH:6][C@H:5]([CH2:4][OH:3])[CH2:7][CH2:8][NH:9][C:10]([CH:12]1[CH:16]([C:17]2[CH:22]=[CH:21][CH:20]=[C:19]([Cl:23])[C:18]=2[F:24])[C:15]([C:27]2[N:32]=[CH:31][C:30]([Br:33])=[CH:29][N:28]=2)([C:25]#[N:26])[CH:14]([CH2:34][C:35]([CH3:36])([CH3:38])[CH3:37])[NH:13]1)=[O:11]. The yield is 0.810. (3) The reactants are Br[NH-].Br[CH2:4][C@@:5]([OH:22])([CH3:21])[C:6]([NH:8][C:9]1[CH:14]=[CH:13][C:12]([C:15]#[N:16])=[C:11]([C:17]([F:20])([F:19])[F:18])[CH:10]=1)=[O:7].C([O-])([O-])=O.[K+].[K+].[F:29][C:30]1[CH:37]=[C:36]([OH:38])[CH:35]=[CH:34][C:31]=1[C:32]#[N:33]. The catalyst is CC(C)=O.CC(O)C.O. The product is [C:15]([C:12]1[CH:13]=[CH:14][C:9]([NH:8][C:6](=[O:7])[C@:5]([OH:22])([CH3:21])[CH2:4][O:38][C:36]2[CH:35]=[CH:34][C:31]([C:32]#[N:33])=[C:30]([F:29])[CH:37]=2)=[CH:10][C:11]=1[C:17]([F:20])([F:19])[F:18])#[N:16]. The yield is 0.230. (4) The reactants are [F:1][C:2]1[CH:3]=[C:4]([NH:12][C:13](=[O:19])[O:14][C:15]([CH3:18])([CH3:17])[CH3:16])[CH:5]=[CH:6][C:7]=1[C:8]([F:11])([F:10])[F:9].[Li]CCCC.[I:25]I.[NH4+].[Cl-].OS([O-])=O.[Na+]. The catalyst is C1COCC1. The product is [F:1][C:2]1[C:3]([I:25])=[C:4]([NH:12][C:13](=[O:19])[O:14][C:15]([CH3:16])([CH3:18])[CH3:17])[CH:5]=[CH:6][C:7]=1[C:8]([F:11])([F:10])[F:9]. The yield is 0.380. (5) The reactants are [NH:1]1[C:5]2=[N:6][CH:7]=[C:8]([NH2:10])[CH:9]=[C:4]2[CH:3]=[CH:2]1.[F:11][C:12]1[C:20]([NH:21][S:22]([CH2:25][CH2:26][CH3:27])(=[O:24])=[O:23])=[CH:19][CH:18]=[C:17]([F:28])[C:13]=1[C:14](O)=[O:15].CCN=C=NCCCN(C)C.C1C=CC2N(O)N=NC=2C=1. The catalyst is CN(C=O)C. The product is [F:11][C:12]1[C:20]([NH:21][S:22]([CH2:25][CH2:26][CH3:27])(=[O:23])=[O:24])=[CH:19][CH:18]=[C:17]([F:28])[C:13]=1[C:14]([NH:10][C:8]1[CH:9]=[C:4]2[CH:3]=[CH:2][NH:1][C:5]2=[N:6][CH:7]=1)=[O:15]. The yield is 0.525. (6) The reactants are [C:1]([O:5][C:6]([N:8]1[CH:17]([CH:18]([OH:22])[CH:19]([OH:21])[CH3:20])[CH2:16][NH:15][C:14]2[NH:13][C:12]([N:23]=[CH:24][N:25]([CH3:27])[CH3:26])=[N:11][C:10](=[O:28])[C:9]1=2)=[O:7])([CH3:4])([CH3:3])[CH3:2].[C:29]([N:36]1[CH2:43][CH2:42][CH2:41][C@H:37]1[C:38](O)=[O:39])([O:31][C:32]([CH3:35])([CH3:34])[CH3:33])=[O:30]. No catalyst specified. The product is [C:32]([O:31][C:29]([N:36]1[CH2:43][CH2:42][CH2:41][CH:37]1[C:38]([O:21][CH:19]([CH3:20])[CH:18]([CH:17]1[CH2:16][NH:15][C:14]2[N:13]=[C:12]([N:23]=[CH:24][N:25]([CH3:26])[CH3:27])[NH:11][C:10](=[O:28])[C:9]=2[N:8]1[C:6]([O:5][C:1]([CH3:4])([CH3:3])[CH3:2])=[O:7])[OH:22])=[O:39])=[O:30])([CH3:35])([CH3:34])[CH3:33]. The yield is 0.690. (7) The reactants are [Br:1][C:2]1[CH:3]=[CH:4][C:5]2[N:6]([C:8](I)=[CH:9][N:10]=2)[CH:7]=1.[Cl:12][C:13]1[CH:18]=[CH:17][C:16](B(O)O)=[CH:15][CH:14]=1.[O-]P([O-])([O-])=O.[K+].[K+].[K+]. The catalyst is CN(C=O)C.O.C1C=CC([P]([Pd]([P](C2C=CC=CC=2)(C2C=CC=CC=2)C2C=CC=CC=2)([P](C2C=CC=CC=2)(C2C=CC=CC=2)C2C=CC=CC=2)[P](C2C=CC=CC=2)(C2C=CC=CC=2)C2C=CC=CC=2)(C2C=CC=CC=2)C2C=CC=CC=2)=CC=1. The product is [Br:1][C:2]1[CH:3]=[CH:4][C:5]2[N:6]([C:8]([C:16]3[CH:17]=[CH:18][C:13]([Cl:12])=[CH:14][CH:15]=3)=[CH:9][N:10]=2)[CH:7]=1. The yield is 0.520. (8) The reactants are Cl[CH2:2][C:3]1[C:12]2[C:7](=[CH:8][C:9]([OH:13])=[CH:10][CH:11]=2)[O:6][C:5](=[O:14])[CH:4]=1.S(=O)(=O)(O)[OH:16]. The catalyst is [OH-].[Na+]. The product is [OH:13][C:9]1[CH:10]=[CH:11][C:12]2[C:3]([CH2:4][C:5]([OH:14])=[O:16])=[CH:2][O:6][C:7]=2[CH:8]=1. The yield is 0.830.